The task is: Binary Classification. Given a drug SMILES string, predict its activity (active/inactive) in a high-throughput screening assay against a specified biological target.. This data is from M1 muscarinic receptor antagonist screen with 61,756 compounds. (1) The drug is O=c1n(nc(c2c1cccc2)C)CC(=O)Nc1ccc(cc1)C(=O)N(C)C. The result is 0 (inactive). (2) The compound is Clc1cc(NC(=O)CCN2CCC(CC2)C(=O)N)ccc1. The result is 0 (inactive). (3) The molecule is O(c1ccc(CNc2cc3nc(n(c3cc2)C)C)cc1)CC. The result is 1 (active). (4) The molecule is S(c1n(c2c(OCC)cccc2)c(nn1)c1occc1)CC(=O)N. The result is 0 (inactive). (5) The molecule is S(c1n(c(nn1)Cc1n(ccc1)C)c1ccc(OC)cc1)CC(=O)Nc1cc(cc(c1)C)C. The result is 0 (inactive). (6) The drug is Fc1ccc(N2CCN(CC2)CC(=O)Nc2ccc(n3nnnc3)cc2)cc1. The result is 0 (inactive). (7) The compound is S(=O)(=O)(N(C1CCCC1)Cc1ccc(F)cc1)c1ccc(S(=O)(=O)N2CCCC2)cc1. The result is 0 (inactive). (8) The drug is O(C(=O)c1c(cc(nc1C)C)C(C#N)C#N)CC. The result is 0 (inactive).